This data is from Full USPTO retrosynthesis dataset with 1.9M reactions from patents (1976-2016). The task is: Predict the reactants needed to synthesize the given product. Given the product [CH2:1]([O:3][C:4]([C:6]1[C:10]([F:13])=[C:9]([CH3:11])[NH:8][N:7]=1)=[O:5])[CH3:2], predict the reactants needed to synthesize it. The reactants are: [CH2:1]([O:3][C:4]([C:6]1[CH:10]=[C:9]([CH3:11])[NH:8][N:7]=1)=[O:5])[CH3:2].[B-](F)(F)(F)[F:13].[B-](F)(F)(F)F.C1[N+]2(CCl)CC[N+](F)(CC2)C1.